From a dataset of NCI-60 drug combinations with 297,098 pairs across 59 cell lines. Regression. Given two drug SMILES strings and cell line genomic features, predict the synergy score measuring deviation from expected non-interaction effect. (1) Cell line: SK-OV-3. Drug 1: CCC1=CC2CC(C3=C(CN(C2)C1)C4=CC=CC=C4N3)(C5=C(C=C6C(=C5)C78CCN9C7C(C=CC9)(C(C(C8N6C)(C(=O)OC)O)OC(=O)C)CC)OC)C(=O)OC.C(C(C(=O)O)O)(C(=O)O)O. Synergy scores: CSS=41.9, Synergy_ZIP=0.988, Synergy_Bliss=1.72, Synergy_Loewe=-65.9, Synergy_HSA=2.66. Drug 2: CN(C(=O)NC(C=O)C(C(C(CO)O)O)O)N=O. (2) Drug 1: C1=CC(=CC=C1C#N)C(C2=CC=C(C=C2)C#N)N3C=NC=N3. Drug 2: CC1=C(C=C(C=C1)C(=O)NC2=CC(=CC(=C2)C(F)(F)F)N3C=C(N=C3)C)NC4=NC=CC(=N4)C5=CN=CC=C5. Cell line: HCT116. Synergy scores: CSS=-5.57, Synergy_ZIP=13.9, Synergy_Bliss=20.0, Synergy_Loewe=-1.16, Synergy_HSA=-2.51. (3) Drug 1: CN1C2=C(C=C(C=C2)N(CCCl)CCCl)N=C1CCCC(=O)O.Cl. Drug 2: CC1=C(C(=O)C2=C(C1=O)N3CC4C(C3(C2COC(=O)N)OC)N4)N. Cell line: 786-0. Synergy scores: CSS=26.6, Synergy_ZIP=-7.05, Synergy_Bliss=-0.192, Synergy_Loewe=-21.9, Synergy_HSA=-0.780. (4) Drug 1: CC12CCC(CC1=CCC3C2CCC4(C3CC=C4C5=CN=CC=C5)C)O. Drug 2: CC(C)NC(=O)C1=CC=C(C=C1)CNNC.Cl. Cell line: SK-OV-3. Synergy scores: CSS=-4.50, Synergy_ZIP=0.436, Synergy_Bliss=-2.94, Synergy_Loewe=-6.28, Synergy_HSA=-4.76. (5) Drug 1: C1C(C(OC1N2C=C(C(=O)NC2=O)F)CO)O. Drug 2: C(CN)CNCCSP(=O)(O)O. Cell line: MALME-3M. Synergy scores: CSS=11.9, Synergy_ZIP=-2.59, Synergy_Bliss=-0.608, Synergy_Loewe=-7.68, Synergy_HSA=0.683. (6) Drug 1: COC1=C(C=C2C(=C1)N=CN=C2NC3=CC(=C(C=C3)F)Cl)OCCCN4CCOCC4. Drug 2: CS(=O)(=O)OCCCCOS(=O)(=O)C. Cell line: NCI-H522. Synergy scores: CSS=32.3, Synergy_ZIP=-1.18, Synergy_Bliss=-1.78, Synergy_Loewe=-14.6, Synergy_HSA=-0.149.